Dataset: Reaction yield outcomes from USPTO patents with 853,638 reactions. Task: Predict the reaction yield, written as a fraction of the theoretical maximum amount of product (1.0 means a 100% yield; for example, 0.34 means a 34% yield). (1) The reactants are [Cl:1][C:2]1[C:10]2[C:9]([N:11]3[CH2:14][CH:13]([NH2:15])[CH2:12]3)=[N:8][C:7]([S:16][C:17]3[CH:26]=[N:25][C:24]4[C:19](=[N:20][CH:21]=[CH:22][N:23]=4)[CH:18]=3)=[N:6][C:5]=2[NH:4][C:3]=1[CH2:27][CH3:28].[NH:29]1[C:33]([C:34](O)=[O:35])=[CH:32][N:31]=[CH:30]1.F[P-](F)(F)(F)(F)F.N1(O[P+](N(C)C)(N(C)C)N(C)C)C2C=CC=CC=2N=N1.C(N(CC)CC)C. The catalyst is CN1C(=O)CCC1.CO. The product is [Cl:1][C:2]1[C:10]2[C:9]([N:11]3[CH2:14][CH:13]([NH:15][C:34]([C:33]4[NH:29][CH:30]=[N:31][CH:32]=4)=[O:35])[CH2:12]3)=[N:8][C:7]([S:16][C:17]3[CH:26]=[N:25][C:24]4[C:19](=[N:20][CH:21]=[CH:22][N:23]=4)[CH:18]=3)=[N:6][C:5]=2[NH:4][C:3]=1[CH2:27][CH3:28]. The yield is 0.366. (2) The reactants are [F:1][C:2]([F:17])([F:16])[C:3]1[CH:8]=[CH:7][C:6]([N:9]2[CH2:14][CH2:13][CH:12]([OH:15])[CH2:11][CH2:10]2)=[CH:5][CH:4]=1.[H-].[Na+].Cl[C:21]1[N:26]=[C:25]([C:27]([NH:29][CH:30]2[CH2:35][CH2:34][N:33]([CH2:36][C:37]3[CH:42]=[CH:41][N:40]=[CH:39][CH:38]=3)[CH2:32][CH2:31]2)=[O:28])[CH:24]=[CH:23][CH:22]=1.C(Cl)Cl. The catalyst is CN(C=O)C.C(OCC)C.CO.C(Cl)Cl. The product is [N:40]1[CH:39]=[CH:38][C:37]([CH2:36][N:33]2[CH2:34][CH2:35][CH:30]([NH:29][C:27](=[O:28])[C:25]3[CH:24]=[CH:23][CH:22]=[C:21]([O:15][CH:12]4[CH2:13][CH2:14][N:9]([C:6]5[CH:5]=[CH:4][C:3]([C:2]([F:1])([F:16])[F:17])=[CH:8][CH:7]=5)[CH2:10][CH2:11]4)[N:26]=3)[CH2:31][CH2:32]2)=[CH:42][CH:41]=1. The yield is 0.250.